From a dataset of Catalyst prediction with 721,799 reactions and 888 catalyst types from USPTO. Predict which catalyst facilitates the given reaction. (1) Reactant: C[Si]([N-][Si](C)(C)C)(C)C.[Na+].[Cl:11][C:12]1[CH:17]=[C:16]([Cl:18])[CH:15]=[CH:14][C:13]=1[CH2:19][C:20]([OH:22])=O.[CH3:23][O:24][C:25]1[CH:34]=[CH:33][C:28](C(OC)=O)=[CH:27][CH:26]=1.Cl. The catalyst class is: 773. Product: [Cl:11][C:12]1[CH:17]=[C:16]([Cl:18])[CH:15]=[CH:14][C:13]=1[CH2:19][C:20]([C:28]1[CH:33]=[CH:34][C:25]([O:24][CH3:23])=[CH:26][CH:27]=1)=[O:22]. (2) Reactant: [Cl:1][C:2]1[CH:7]=[C:6]([Cl:8])[CH:5]=[CH:4][C:3]=1[N:9]1[C:13]([C:14]2[CH:19]=[CH:18][C:17]([I:20])=[CH:16][CH:15]=2)=[C:12]([CH3:21])[C:11]([C:22](O)=[O:23])=[N:10]1.[NH2:25][N:26]1[CH2:31][CH2:30][S:29](=[O:33])(=[O:32])[CH2:28][CH2:27]1.CN(C(ON1N=NC2C=CC=CC1=2)=[N+](C)C)C.[B-](F)(F)(F)F.CCN(C(C)C)C(C)C.Cl. Product: [Cl:1][C:2]1[CH:7]=[C:6]([Cl:8])[CH:5]=[CH:4][C:3]=1[N:9]1[C:13]([C:14]2[CH:19]=[CH:18][C:17]([I:20])=[CH:16][CH:15]=2)=[C:12]([CH3:21])[C:11]([C:22]([NH:25][N:26]2[CH2:31][CH2:30][S:29](=[O:33])(=[O:32])[CH2:28][CH2:27]2)=[O:23])=[N:10]1. The catalyst class is: 232. (3) Reactant: [Cl:1][C:2]1[CH:3]=[CH:4][C:5]2[NH:11]/[C:10](=[N:12]\[NH2:13])/[C@@H:9]([CH2:14][C:15]3[O:16][C:17]([CH2:20][CH2:21][C:22]([O:24][CH3:25])=[O:23])=[CH:18][N:19]=3)[O:8][C@H:7]([C:26]3[CH:31]=[CH:30][CH:29]=[C:28]([O:32][CH3:33])[C:27]=3[O:34][CH3:35])[C:6]=2[CH:36]=1.[F:37][CH:38]([F:47])[C:39](O[C:39](=O)[CH:38]([F:47])[F:37])=O.FC(F)C(O)=O.C1(C)C=CC=CC=1. Product: [Cl:1][C:2]1[CH:3]=[CH:4][C:5]2[N:11]3[C:39]([CH:38]([F:47])[F:37])=[N:13][N:12]=[C:10]3[C@@H:9]([CH2:14][C:15]3[O:16][C:17]([CH2:20][CH2:21][C:22]([O:24][CH3:25])=[O:23])=[CH:18][N:19]=3)[O:8][C@H:7]([C:26]3[CH:31]=[CH:30][CH:29]=[C:28]([O:32][CH3:33])[C:27]=3[O:34][CH3:35])[C:6]=2[CH:36]=1. The catalyst class is: 26. (4) Reactant: Cl.[CH2:2]([O:4][C:5](=[O:15])[C@H:6]([CH2:8][CH2:9][C:10]([O:12]CC)=O)[NH2:7])[CH3:3].[F:16][C:17]1[C:22]([F:23])=[CH:21][C:20]([C:24]2[CH:29]=[CH:28][C:27]([O:30][CH2:31][C:32]3[CH:33]=[C:34]([CH:37]=[CH:38][CH:39]=3)[CH:35]=O)=[CH:26][CH:25]=2)=[C:19]([O:40][CH3:41])[CH:18]=1.C(O)(=O)C.[Na]. Product: [CH2:2]([O:4][C:5]([C@@H:6]1[CH2:8][CH2:9][C:10](=[O:12])[N:7]1[CH2:35][C:34]1[CH:37]=[CH:38][CH:39]=[C:32]([CH2:31][O:30][C:27]2[CH:28]=[CH:29][C:24]([C:20]3[CH:21]=[C:22]([F:23])[C:17]([F:16])=[CH:18][C:19]=3[O:40][CH3:41])=[CH:25][CH:26]=2)[CH:33]=1)=[O:15])[CH3:3]. The catalyst class is: 92.